From a dataset of Forward reaction prediction with 1.9M reactions from USPTO patents (1976-2016). Predict the product of the given reaction. (1) Given the reactants [Cl:1][C:2]1[CH:7]=[CH:6][CH:5]=[C:4]([F:8])[C:3]=1[C:9]1[N:10]=[C:11]2[CH:16]=[CH:15][CH:14]=[C:13](F)[N:12]2[C:18]=1[NH:19][C:20]1[CH:29]=[CH:28][C:23]2[O:24][CH2:25][CH2:26][O:27][C:22]=2[CH:21]=1.[H-].[Na+].[H][H].[CH2:34]([OH:36])[CH3:35], predict the reaction product. The product is: [Cl:1][C:2]1[CH:7]=[CH:6][CH:5]=[C:4]([F:8])[C:3]=1[C:9]1[N:10]=[C:11]2[CH:16]=[CH:15][CH:14]=[C:13]([O:36][CH2:34][CH3:35])[N:12]2[C:18]=1[NH:19][C:20]1[CH:29]=[CH:28][C:23]2[O:24][CH2:25][CH2:26][O:27][C:22]=2[CH:21]=1. (2) Given the reactants [N+:1]([O-:4])(O)=[O:2].[Cl:5][C:6]([Cl:15])([Cl:14])[C:7]([C:9]1[NH:10][CH:11]=[CH:12][CH:13]=1)=[O:8], predict the reaction product. The product is: [Cl:15][C:6]([Cl:5])([Cl:14])[C:7]([C:9]1[NH:10][CH:11]=[C:12]([N+:1]([O-:4])=[O:2])[CH:13]=1)=[O:8]. (3) Given the reactants [CH:1]([C:4]1[CH:9]=[CH:8][C:7]([CH:10]2[C:14]3[C:15]([CH3:32])=[C:16]([NH:21][C:22](=O)[C:23]4[CH:28]=[CH:27][C:26]([O:29][CH3:30])=[CH:25][CH:24]=4)[C:17]([CH3:20])=[C:18]([CH3:19])[C:13]=3[O:12][C:11]2([CH3:34])[CH3:33])=[CH:6][CH:5]=1)([CH3:3])[CH3:2], predict the reaction product. The product is: [CH:1]([C:4]1[CH:5]=[CH:6][C:7]([CH:10]2[C:14]3[C:15]([CH3:32])=[C:16]([NH:21][CH2:22][C:23]4[CH:24]=[CH:25][C:26]([O:29][CH3:30])=[CH:27][CH:28]=4)[C:17]([CH3:20])=[C:18]([CH3:19])[C:13]=3[O:12][C:11]2([CH3:34])[CH3:33])=[CH:8][CH:9]=1)([CH3:3])[CH3:2]. (4) Given the reactants CCN(C(C)C)C(C)C.[C:10]([C:12]1[C:13]([N:31]2[CH2:36][CH2:35][CH:34]([C:37](O)=[O:38])[CH2:33][CH2:32]2)=[N:14][C:15]([O:23]S(C(F)(F)F)(=O)=O)=[C:16]([C:18]([O:20][CH2:21][CH3:22])=[O:19])[CH:17]=1)#[N:11].CN(C(O[N:48]1[N:56]=[N:55][C:50]2[CH:51]=[CH:52][CH:53]=[CH:54][C:49]1=2)=[N+](C)C)C.[B-](F)(F)(F)F.[C:62]1([CH2:68][S:69]([NH2:72])(=[O:71])=[O:70])[CH:67]=[CH:66][CH:65]=[CH:64][CH:63]=1.C([O-])(O)=O.[Na+], predict the reaction product. The product is: [CH2:21]([O:20][C:18](=[O:19])[C:16]1[CH:17]=[C:12]([C:10]#[N:11])[C:13]([N:31]2[CH2:32][CH2:33][CH:34]([C:37](=[O:38])[NH:72][S:69]([CH2:68][C:62]3[CH:63]=[CH:64][CH:65]=[CH:66][CH:67]=3)(=[O:70])=[O:71])[CH2:35][CH2:36]2)=[N:14][C:15]=1[O:23][N:55]1[C:50]2[CH:51]=[CH:52][CH:53]=[CH:54][C:49]=2[N:48]=[N:56]1)[CH3:22]. (5) Given the reactants [C:1]([O:5][C:6]([N:8]1[CH:13]=[C:12](B2OC(C)(C)C(C)(C)O2)[CH2:11][CH2:10][CH2:9]1)=[O:7])([CH3:4])([CH3:3])[CH3:2].C([O-])([O-])=O.[Cs+].[Cs+].C(OC(N1CCC([C:42]2[CH:47]=[CH:46][C:45]([C:48](=[O:50])[NH2:49])=[C:44]([C:51]3[CH:56]=[CH:55][C:54]([O:57][C:58]4[CH:63]=[CH:62][CH:61]=[CH:60][CH:59]=4)=[CH:53][CH:52]=3)[N:43]=2)=CC1)=O)(C)(C)C.C(Cl)Cl, predict the reaction product. The product is: [C:1]([O:5][C:6]([N:8]1[CH:13]=[C:12]([C:42]2[CH:47]=[CH:46][C:45]([C:48](=[O:50])[NH2:49])=[C:44]([C:51]3[CH:56]=[CH:55][C:54]([O:57][C:58]4[CH:63]=[CH:62][CH:61]=[CH:60][CH:59]=4)=[CH:53][CH:52]=3)[N:43]=2)[CH2:11][CH2:10][CH2:9]1)=[O:7])([CH3:2])([CH3:3])[CH3:4]. (6) The product is: [CH3:29][C:18]1[N:17]([CH3:16])[C:21]([C:22]2[CH:23]=[C:24]([NH:25][C:13]([C:11]3[S:12][C:8]([C:5]4[CH:4]=[CH:3][C:2]([F:1])=[CH:7][CH:6]=4)=[CH:9][CH:10]=3)=[O:15])[CH:26]=[CH:27][CH:28]=2)=[CH:20][N:19]=1. Given the reactants [F:1][C:2]1[CH:7]=[CH:6][C:5]([C:8]2[S:12][C:11]([C:13]([OH:15])=O)=[CH:10][CH:9]=2)=[CH:4][CH:3]=1.[CH3:16][N:17]1[C:21]([C:22]2[CH:23]=[C:24]([CH:26]=[CH:27][CH:28]=2)[NH2:25])=[CH:20][N:19]=[C:18]1[CH3:29].Cl.C(N=C=NCCCN(C)C)C, predict the reaction product. (7) Given the reactants [F:1][C:2]1[CH:3]=[C:4]2[C:8](=[CH:9][C:10]=1[NH:11][C:12]([C:14]([O:17]C(=O)C)([CH3:16])[CH3:15])=[O:13])[NH:7][C:6](=[O:21])[CH2:5]2.[OH-].[Na+].Cl, predict the reaction product. The product is: [F:1][C:2]1[CH:3]=[C:4]2[C:8](=[CH:9][C:10]=1[NH:11][C:12](=[O:13])[C:14]([OH:17])([CH3:16])[CH3:15])[NH:7][C:6](=[O:21])[CH2:5]2. (8) Given the reactants [OH:1][B:2]1[C:6]2[CH:7]=[C:8]([CH:11]=O)[CH:9]=[CH:10][C:5]=2[C:4]([CH3:14])([CH3:13])[O:3]1.[NH2:15][OH:16].Cl.CC([O-])=O.[Na+], predict the reaction product. The product is: [OH:1][B:2]1[C:6]2[CH:7]=[C:8](/[CH:11]=[N:15]/[OH:16])[CH:9]=[CH:10][C:5]=2[C:4]([CH3:14])([CH3:13])[O:3]1.